This data is from Catalyst prediction with 721,799 reactions and 888 catalyst types from USPTO. The task is: Predict which catalyst facilitates the given reaction. The catalyst class is: 22. Reactant: [NH2:1][C:2]1[C:3]([CH3:8])=[N:4][CH:5]=[CH:6][CH:7]=1.[C:9]([O:12]C(=O)C)(=O)[CH3:10].C([O-])(=O)C.[K+].[N:21](OCCC(C)C)=O. Product: [N:1]1([C:9](=[O:12])[CH3:10])[C:2]2[C:3](=[N:4][CH:5]=[CH:6][CH:7]=2)[CH:8]=[N:21]1.